From a dataset of Full USPTO retrosynthesis dataset with 1.9M reactions from patents (1976-2016). Predict the reactants needed to synthesize the given product. (1) The reactants are: [F:1][C:2]([F:31])([F:30])[C:3]1[CH:8]=[CH:7][C:6]([C:9]2[CH:14]=[CH:13][CH:12]=[CH:11][C:10]=2[C:15]([NH:17][C:18]2[CH:23]=[CH:22][C:21](/[CH:24]=[CH:25]/[C:26]([O:28][CH3:29])=[O:27])=[CH:20][CH:19]=2)=[O:16])=[CH:5][CH:4]=1.[H][H]. Given the product [F:1][C:2]([F:30])([F:31])[C:3]1[CH:4]=[CH:5][C:6]([C:9]2[CH:14]=[CH:13][CH:12]=[CH:11][C:10]=2[C:15]([NH:17][C:18]2[CH:23]=[CH:22][C:21]([CH2:24][CH2:25][C:26]([O:28][CH3:29])=[O:27])=[CH:20][CH:19]=2)=[O:16])=[CH:7][CH:8]=1, predict the reactants needed to synthesize it. (2) Given the product [F:2][C:3]1[CH:4]=[C:5]([CH:9]([N:13]2[CH2:18][CH2:17][CH2:16][CH2:15][CH2:14]2)[C:10]([O:12][C@@H:46]2[CH:47]3[CH2:50][CH2:51][N:44]([CH2:49][CH2:48]3)[CH2:45]2)=[O:11])[CH:6]=[CH:7][CH:8]=1, predict the reactants needed to synthesize it. The reactants are: Cl.[F:2][C:3]1[CH:4]=[C:5]([CH:9]([N:13]2[CH2:18][CH2:17][CH2:16][CH2:15][CH2:14]2)[C:10]([OH:12])=[O:11])[CH:6]=[CH:7][CH:8]=1.C1CCC(N=C=NC2CCCCC2)CC1.C1C=CC2N(O)N=NC=2C=1.[N:44]12[CH2:51][CH2:50][CH:47]([CH2:48][CH2:49]1)[C@@H:46](O)[CH2:45]2. (3) Given the product [C:30]([C:29]1[CH:32]=[CH:33][C:26]([C:9]#[C:8][CH:7]2[CH2:6][CH:5]([O:23][CH3:24])[O:4][CH:3]2[O:2][CH3:1])=[CH:27][CH:28]=1)#[N:31], predict the reactants needed to synthesize it. The reactants are: [CH3:1][O:2][CH:3]1[CH:7]([C:8]#[C:9][Sn](CCCC)(CCCC)CCCC)[CH2:6][CH:5]([O:23][CH3:24])[O:4]1.I[C:26]1[CH:33]=[CH:32][C:29]([C:30]#[N:31])=[CH:28][CH:27]=1. (4) Given the product [CH2:1]([O:8][C:9]1[CH:14]=[CH:13][C:12]([NH:15][C:16]2[C:25]3[C:20](=[CH:21][CH:22]=[C:23]([C:40]#[N:41])[CH:24]=3)[N:19]=[CH:18][N:17]=2)=[CH:11][CH:10]=1)[C:2]1[CH:7]=[CH:6][CH:5]=[CH:4][CH:3]=1, predict the reactants needed to synthesize it. The reactants are: [CH2:1]([O:8][C:9]1[CH:14]=[CH:13][C:12]([NH:15][C:16]2[C:25]3[C:20](=[CH:21][CH:22]=[C:23](I)[CH:24]=3)[N:19]=[CH:18][N:17]=2)=[CH:11][CH:10]=1)[C:2]1[CH:7]=[CH:6][CH:5]=[CH:4][CH:3]=1.C([Sn]([C:40]#[N:41])(CCCC)CCCC)CCC. (5) Given the product [CH2:18]([O:20][C:21](=[O:24])[CH2:22][O:11][C:5]1[CH:4]=[CH:3][C:2]([Br:1])=[CH:7][C:6]=1[C:8](=[O:10])[CH3:9])[CH3:19], predict the reactants needed to synthesize it. The reactants are: [Br:1][C:2]1[CH:3]=[CH:4][C:5]([OH:11])=[C:6]([C:8](=[O:10])[CH3:9])[CH:7]=1.C([O-])([O-])=O.[K+].[K+].[CH2:18]([O:20][C:21](=[O:24])[CH2:22]Br)[CH3:19]. (6) Given the product [F:47][C:2]([F:1])([F:48])[C:3]1[CH:4]=[C:5]([CH:40]=[C:41]([C:43]([F:44])([F:45])[F:46])[CH:42]=1)[CH2:6][N:7]1[C:11]([C:12]2[CH:13]=[N:14][CH:15]=[CH:16][CH:17]=2)=[C:10]([C:18]([C:20]2[C:21]([CH2:32][OH:33])=[N:22][O:23][C:24]=2[C:25]2[CH:30]=[CH:29][CH:28]=[CH:27][C:26]=2[Cl:31])=[O:19])[N:9]=[CH:8]1, predict the reactants needed to synthesize it. The reactants are: [F:1][C:2]([F:48])([F:47])[C:3]1[CH:4]=[C:5]([CH:40]=[C:41]([C:43]([F:46])([F:45])[F:44])[CH:42]=1)[CH2:6][N:7]1[C:11]([C:12]2[CH:13]=[N:14][CH:15]=[CH:16][CH:17]=2)=[C:10]([C:18]([C:20]2[C:21]([CH2:32][O:33]C3CCCCO3)=[N:22][O:23][C:24]=2[C:25]2[CH:30]=[CH:29][CH:28]=[CH:27][C:26]=2[Cl:31])=[O:19])[N:9]=[CH:8]1.C(O)(=O)C.O. (7) Given the product [NH:42]1[C:43]2[CH:49]=[CH:48][CH:47]=[CH:46][C:44]=2[N:45]=[C:41]1[NH:40][C:37]1[CH:38]=[CH:39][C:34]([CH2:33][NH:32][C:28](=[O:30])[CH2:27][N:18]2[CH2:17][CH2:16][CH:15]([CH2:14][C:13]([O:12][C:8]([CH3:9])([CH3:11])[CH3:10])=[O:31])[C:21]3[CH:22]=[CH:23][CH:24]=[CH:25][C:20]=3[C:19]2=[O:26])=[CH:35][CH:36]=1, predict the reactants needed to synthesize it. The reactants are: CN1CCOCC1.[C:8]([O:12][C:13](=[O:31])[CH2:14][CH:15]1[C:21]2[CH:22]=[CH:23][CH:24]=[CH:25][C:20]=2[C:19](=[O:26])[N:18]([CH2:27][C:28]([OH:30])=O)[CH2:17][CH2:16]1)([CH3:11])([CH3:10])[CH3:9].[NH2:32][CH2:33][C:34]1[CH:39]=[CH:38][C:37]([NH:40][C:41]2[NH:45][C:44]3[CH:46]=[CH:47][CH:48]=[CH:49][C:43]=3[N:42]=2)=[CH:36][CH:35]=1.[B-](F)(F)(F)F.CCOC(C(C#N)=NOC(N(C)C)=[N+](C)C)=O.